This data is from Forward reaction prediction with 1.9M reactions from USPTO patents (1976-2016). The task is: Predict the product of the given reaction. (1) Given the reactants F[C:2]1[C:7]([C:8]([OH:10])=O)=[CH:6][CH:5]=[C:4]([F:11])[N:3]=1.Cl.[F:13][C:14]([F:29])([F:28])[C:15]1[CH:16]=[C:17]([CH2:21][CH2:22][O:23][CH2:24][C:25]([NH2:27])=[NH:26])[CH:18]=[CH:19][CH:20]=1, predict the reaction product. The product is: [F:11][C:4]1[CH:5]=[CH:6][C:7]2[C:8](=[O:10])[NH:27][C:25]([CH2:24][O:23][CH2:22][CH2:21][C:17]3[CH:18]=[CH:19][CH:20]=[C:15]([C:14]([F:13])([F:28])[F:29])[CH:16]=3)=[N:26][C:2]=2[N:3]=1. (2) Given the reactants [C:1]1([C:7]2[C:19]3[C:18]4[CH2:17][CH2:16][N:15](C(OC(C)(C)C)=O)[CH2:14][C:13]=4[CH:12]=[N:11][C:10]=3[NH:9][N:8]=2)[CH:6]=[CH:5][CH:4]=[CH:3][CH:2]=1.[ClH:27].O1CCOCC1, predict the reaction product. The product is: [Cl-:27].[C:1]1([C:7]2[C:19]3[C:18]4[CH2:17][CH2:16][NH2+:15][CH2:14][C:13]=4[CH:12]=[N:11][C:10]=3[NH:9][N:8]=2)[CH:2]=[CH:3][CH:4]=[CH:5][CH:6]=1.